Dataset: Full USPTO retrosynthesis dataset with 1.9M reactions from patents (1976-2016). Task: Predict the reactants needed to synthesize the given product. (1) Given the product [C:1]([C:5]1[N:22]=[C:8]2[C:9]([C:20]#[N:21])=[CH:10][C:11]([C:14]3[CH:19]=[CH:18][CH:17]=[CH:16][CH:15]=3)=[C:12]([Cl:25])[N:7]2[N:6]=1)([CH3:4])([CH3:3])[CH3:2], predict the reactants needed to synthesize it. The reactants are: [C:1]([C:5]1[N:22]=[C:8]2[C:9]([C:20]#[N:21])=[CH:10][C:11]([C:14]3[CH:19]=[CH:18][CH:17]=[CH:16][CH:15]=3)=[C:12](O)[N:7]2[N:6]=1)([CH3:4])([CH3:3])[CH3:2].P(Cl)(Cl)([Cl:25])=O. (2) The reactants are: [CH2:1]([N:3]([CH2:11][C:12]1[CH:13]=[N:14][CH:15]=[C:16]([C:19]2[CH:24]=[CH:23][C:22]([F:25])=[C:21]([C:26]([C:28]3[N:29]([CH2:34][O:35][CH2:36][CH2:37][Si:38]([CH3:41])([CH3:40])[CH3:39])[CH:30]=[C:31]([CH3:33])[N:32]=3)=[O:27])[CH:20]=2)[C:17]=1[CH3:18])[C:4](=[O:10])[O:5][C:6]([CH3:9])([CH3:8])[CH3:7])C.FC1C=CC(I)=CC=1C(C1N(COCC[Si](C)(C)C)C=C(C)N=1)=O.C(OC(=O)N(CC1C=NC=C(Br)C=1C)C)(C)(C)C. Given the product [F:25][C:22]1[CH:23]=[CH:24][C:19]([C:16]2[C:17]([CH3:18])=[C:12]([CH2:11][N:3]([CH3:1])[C:4](=[O:10])[O:5][C:6]([CH3:8])([CH3:7])[CH3:9])[CH:13]=[N:14][CH:15]=2)=[CH:20][C:21]=1[C:26]([C:28]1[N:29]([CH2:34][O:35][CH2:36][CH2:37][Si:38]([CH3:41])([CH3:40])[CH3:39])[CH:30]=[C:31]([CH3:33])[N:32]=1)=[O:27], predict the reactants needed to synthesize it. (3) Given the product [F:1][C:2]1[CH:7]=[CH:6][C:5]([O:8][C:9](=[O:23])[N:10]([CH3:11])[CH2:12][C@H:13]2[CH2:18][CH2:17][C@H:16]([C:19]#[C:20][CH2:21][N:27]([CH3:26])[CH2:28][CH2:29][CH3:30])[CH2:15][CH2:14]2)=[CH:4][CH:3]=1, predict the reactants needed to synthesize it. The reactants are: [F:1][C:2]1[CH:7]=[CH:6][C:5]([O:8][C:9](=[O:23])[N:10]([CH2:12][C@H:13]2[CH2:18][CH2:17][C@H:16]([C:19]#[C:20][CH2:21]Cl)[CH2:15][CH2:14]2)[CH3:11])=[CH:4][CH:3]=1.[Na+].[I-].[CH3:26][NH:27][CH2:28][CH2:29][CH3:30]. (4) Given the product [CH2:50]([NH:49][C:48]([NH:47][C:35]1[N:34]=[CH:33][C:32]([C:28]2[CH:27]=[C:26]3[C:31](=[N:30][CH:29]=2)[N:22]([CH2:21][CH2:20][O:19][P:9]([OH:11])([OH:10])=[O:8])[CH:23]=[C:24]([C:54]([OH:56])=[O:55])[C:25]3=[O:53])=[C:37]([C:38]2[S:39][CH:40]=[C:41]([C:43]([F:45])([F:46])[F:44])[N:42]=2)[CH:36]=1)=[O:52])[CH3:51], predict the reactants needed to synthesize it. The reactants are: C([O:8][P:9]([O:19][CH2:20][CH2:21][N:22]1[C:31]2[C:26](=[CH:27][C:28]([C:32]3[CH:33]=[N:34][C:35]([NH:47][C:48](=[O:52])[NH:49][CH2:50][CH3:51])=[CH:36][C:37]=3[C:38]3[S:39][CH:40]=[C:41]([C:43]([F:46])([F:45])[F:44])[N:42]=3)=[CH:29][N:30]=2)[C:25](=[O:53])[C:24]([C:54]([OH:56])=[O:55])=[CH:23]1)([O:11]CC1C=CC=CC=1)=[O:10])C1C=CC=CC=1.C[Si](Br)(C)C.O. (5) Given the product [F:1][C:2]1[CH:7]=[CH:6][C:5]([F:8])=[CH:4][C:3]=1[NH:9][C:10]([NH2:12])=[O:11], predict the reactants needed to synthesize it. The reactants are: [F:1][C:2]1[CH:7]=[CH:6][C:5]([F:8])=[CH:4][C:3]=1[N:9]=[C:10]=[O:11].[NH3:12].